Dataset: Forward reaction prediction with 1.9M reactions from USPTO patents (1976-2016). Task: Predict the product of the given reaction. (1) Given the reactants [NH:1]([C:8]1[N:9]([C:21]2[CH:26]=[CH:25][CH:24]=[CH:23][CH:22]=2)[C:10]2[C:15]([C:16](=[O:18])[CH:17]=1)=[C:14](Cl)[N:13]=[C:12]([CH3:20])[CH:11]=2)[C:2]1[CH:7]=[CH:6][CH:5]=[CH:4][CH:3]=1.[CH3:27][Mg+].[Br-], predict the reaction product. The product is: [NH:1]([C:8]1[N:9]([C:21]2[CH:26]=[CH:25][CH:24]=[CH:23][CH:22]=2)[C:10]2[C:15]([C:16](=[O:18])[CH:17]=1)=[C:14]([CH3:27])[N:13]=[C:12]([CH3:20])[CH:11]=2)[C:2]1[CH:7]=[CH:6][CH:5]=[CH:4][CH:3]=1. (2) Given the reactants [OH:1][CH2:2][CH2:3][C:4]#[C:5][C:6]1[CH:11]=[CH:10][C:9]([C:12]2[N:13]=[C:14]3[CH:19]=[C:18]([CH3:20])[CH:17]=[CH:16][N:15]3[CH:21]=2)=[CH:8][CH:7]=1, predict the reaction product. The product is: [OH:1][CH2:2][CH2:3][CH2:4][CH2:5][C:6]1[CH:7]=[CH:8][C:9]([C:12]2[N:13]=[C:14]3[CH:19]=[C:18]([CH3:20])[CH:17]=[CH:16][N:15]3[CH:21]=2)=[CH:10][CH:11]=1. (3) Given the reactants [I-:1].[NH2:2][C:3]1[CH:8]=[CH:7][C:6]([C:9]([F:12])([F:11])[F:10])=[CH:5][C:4]=1[N+:13]1[C:17]([CH3:18])=[CH:16][S:15][C:14]=1SC, predict the reaction product. The product is: [I-:1].[CH3:18][C:17]1[N:13]2[C:14](=[NH+:2][C:3]3[CH:8]=[CH:7][C:6]([C:9]([F:12])([F:11])[F:10])=[CH:5][C:4]=32)[S:15][CH:16]=1. (4) The product is: [NH2:20][C:3]1[C:4](=[O:19])[N:5]([CH2:10][C:11]2[CH:16]=[CH:15][C:14]([O:17][CH3:18])=[CH:13][CH:12]=2)[C:6](=[O:9])[N:7]([CH3:8])[C:2]=1[NH2:1]. Given the reactants [NH2:1][C:2]1[N:7]([CH3:8])[C:6](=[O:9])[N:5]([CH2:10][C:11]2[CH:16]=[CH:15][C:14]([O:17][CH3:18])=[CH:13][CH:12]=2)[C:4](=[O:19])[C:3]=1[N:20]=O.S(S([O-])=O)([O-])=O.[Na+].[Na+], predict the reaction product. (5) Given the reactants [Br:1][C:2]1[CH:3]=[CH:4][C:5]([F:36])=[C:6]([C@@:8]([NH:28]C(=O)OC(C)(C)C)([CH:10]([S:22]([CH2:25][C:26]#[N:27])(=[O:24])=[O:23])[CH2:11][CH2:12][CH2:13][O:14][Si](C(C)(C)C)(C)C)[CH3:9])[CH:7]=1.Cl, predict the reaction product. The product is: [NH2:27][C:26]1[CH2:25][S:22](=[O:24])(=[O:23])[C@@H:10]([CH2:11][CH2:12][CH2:13][OH:14])[C@:8]([C:6]2[CH:7]=[C:2]([Br:1])[CH:3]=[CH:4][C:5]=2[F:36])([CH3:9])[N:28]=1. (6) Given the reactants [Br:1][C:2]1[CH:7]=[CH:6][C:5]([C:8](=O)[CH:9]([CH3:11])[CH3:10])=[CH:4][CH:3]=1.[NH3:13].CO.[BH4-].[Na+].N, predict the reaction product. The product is: [Br:1][C:2]1[CH:7]=[CH:6][C:5]([CH:8]([NH2:13])[CH:9]([CH3:11])[CH3:10])=[CH:4][CH:3]=1. (7) The product is: [C:23]([C:27]1[CH:28]=[C:29]([C:33]([N:15]([C:13]2[C:12]([N+:16]([O-:18])=[O:17])=[CH:11][CH:10]=[C:9]([C:4]3[CH:5]=[CH:6][CH:7]=[CH:8][C:3]=3[C:2]([F:1])([F:19])[F:20])[N:14]=2)[C:33]([C:29]2[N:30]([CH3:32])[N:31]=[C:27]([C:23]([CH3:25])([CH3:24])[CH3:26])[CH:28]=2)=[O:34])=[O:34])[N:30]([CH3:32])[N:31]=1)([CH3:26])([CH3:25])[CH3:24]. Given the reactants [F:1][C:2]([F:20])([F:19])[C:3]1[CH:8]=[CH:7][CH:6]=[CH:5][C:4]=1[C:9]1[N:14]=[C:13]([NH2:15])[C:12]([N+:16]([O-:18])=[O:17])=[CH:11][CH:10]=1.[H-].[Na+].[C:23]([C:27]1[CH:28]=[C:29]([C:33](Cl)=[O:34])[N:30]([CH3:32])[N:31]=1)([CH3:26])([CH3:25])[CH3:24], predict the reaction product. (8) Given the reactants Br[C:2]1[S:6][C:5]([S:7]([NH:10][C:11]2[CH:19]=[CH:18][C:14]([C:15]([OH:17])=[O:16])=[C:13]([OH:20])[CH:12]=2)(=[O:9])=[O:8])=[CH:4][CH:3]=1.[F:21][C:22]1[CH:27]=[CH:26][C:25]([F:28])=[CH:24][C:23]=1B(O)O, predict the reaction product. The product is: [F:21][C:22]1[CH:27]=[CH:26][C:25]([F:28])=[CH:24][C:23]=1[C:2]1[S:6][C:5]([S:7]([NH:10][C:11]2[CH:19]=[CH:18][C:14]([C:15]([OH:17])=[O:16])=[C:13]([OH:20])[CH:12]=2)(=[O:9])=[O:8])=[CH:4][CH:3]=1. (9) Given the reactants FC1C=CC(C2CC(O)C3C(=CC=C(O)C=3)O2)=CC=1.[OH:20][C:21]1[CH:22]=[C:23]2[C:28](=[CH:29][CH:30]=1)[O:27][CH:26]([C:31]1[CH:36]=[CH:35][CH:34]=[C:33]([OH:37])[CH:32]=1)[CH2:25][C:24]2=[O:38], predict the reaction product. The product is: [OH:37][C:33]1[CH:32]=[C:31]([CH:26]2[CH2:25][CH:24]([OH:38])[C:23]3[C:28](=[CH:29][CH:30]=[C:21]([OH:20])[CH:22]=3)[O:27]2)[CH:36]=[CH:35][CH:34]=1.